The task is: Predict the product of the given reaction.. This data is from Forward reaction prediction with 1.9M reactions from USPTO patents (1976-2016). (1) Given the reactants [C:1]([NH:4][C:5]1[C:19]([N+:20]([O-])=O)=[CH:18][CH:17]=[CH:16][C:6]=1[O:7][CH2:8][CH2:9][CH2:10][C:11]([O:13][CH2:14][CH3:15])=[O:12])(=O)[CH3:2].Br[CH2:24][C:25]1[CH:30]=[CH:29][C:28]([O:31][CH2:32][CH2:33][CH2:34][CH2:35][CH3:36])=[CH:27][C:26]=1[Cl:37].C(=O)([O-])[O-].[K+].[K+], predict the reaction product. The product is: [Cl:37][C:26]1[CH:27]=[C:28]([O:31][CH2:32][CH2:33][CH2:34][CH2:35][CH3:36])[CH:29]=[CH:30][C:25]=1[CH2:24][N:4]1[C:5]2[C:6]([O:7][CH2:8][CH2:9][CH2:10][C:11]([O:13][CH2:14][CH3:15])=[O:12])=[CH:16][CH:17]=[CH:18][C:19]=2[N:20]=[C:1]1[CH3:2]. (2) The product is: [Cl:1][C:2]1[N:7]=[CH:6][C:5]([O:8][Si:17]([CH:24]([CH3:26])[CH3:25])([CH:21]([CH3:23])[CH3:22])[CH:18]([CH3:20])[CH3:19])=[CH:4][N:3]=1. Given the reactants [Cl:1][C:2]1[N:7]=[CH:6][C:5]([OH:8])=[CH:4][N:3]=1.C(N(CC)CC)C.Cl[Si:17]([CH:24]([CH3:26])[CH3:25])([CH:21]([CH3:23])[CH3:22])[CH:18]([CH3:20])[CH3:19], predict the reaction product. (3) Given the reactants Br[C:2]1[CH:3]=[C:4]([CH:25]=[CH:26][N:27]=1)[C:5]([NH:7][C:8]1[S:9][C:10]2[C:16]([N:17]3[CH2:22][CH2:21][O:20][CH2:19][CH2:18]3)=[CH:15][CH:14]=[C:13]([O:23][CH3:24])[C:11]=2[N:12]=1)=[O:6].C(=O)([O-])[O-].[Cs+].[Cs+].[N:34]1[CH:39]=[CH:38][CH:37]=[CH:36][C:35]=1[CH2:40][NH2:41], predict the reaction product. The product is: [CH3:24][O:23][C:13]1[C:11]2[N:12]=[C:8]([NH:7][C:5](=[O:6])[C:4]3[CH:25]=[CH:26][N:27]=[C:2]([NH:41][CH2:40][C:35]4[CH:36]=[CH:37][CH:38]=[CH:39][N:34]=4)[CH:3]=3)[S:9][C:10]=2[C:16]([N:17]2[CH2:22][CH2:21][O:20][CH2:19][CH2:18]2)=[CH:15][CH:14]=1. (4) Given the reactants Cl[C:2]12[C:19](=[O:20])[C:18]3[C:13](=[CH:14][CH:15]=[CH:16][CH:17]=3)[C:3]1([OH:21])[O:4][C:5]1[CH:10]=[C:9]([CH3:11])[C:8]([CH3:12])=[CH:7][C:6]=12.[NH2:22][C:23]1[CH:28]=[CH:27][CH:26]=[CH:25][N:24]=1.[CH2:29]1COCC1, predict the reaction product. The product is: [OH:21][C:3]12[C:13]3[C:18](=[CH:17][CH:16]=[CH:15][CH:14]=3)[C:19](=[O:20])[C:2]1([NH:22][C:23]1[CH:28]=[CH:27][CH:26]=[CH:25][N:24]=1)[C:6]1[CH:7]=[CH:11][C:9]([CH:8]([CH3:29])[CH3:12])=[CH:10][C:5]=1[O:4]2. (5) Given the reactants C([NH:4][C:5]1[CH:10]=[CH:9][C:8]([C:11](=O)[CH2:12][C:13]([C:15]2[CH:20]=[CH:19][CH:18]=[CH:17][C:16]=2[O:21][CH2:22][CH2:23][O:24][CH3:25])=O)=[CH:7][C:6]=1[CH2:27][CH3:28])(=O)C.[NH2:29][C:30]([NH2:32])=[O:31].Cl, predict the reaction product. The product is: [CH2:27]([C:6]1[CH:7]=[C:8]([C:11]2[CH:12]=[C:13]([C:15]3[CH:20]=[CH:19][CH:18]=[CH:17][C:16]=3[O:21][CH2:22][CH2:23][O:24][CH3:25])[NH:32][C:30](=[O:31])[N:29]=2)[CH:9]=[CH:10][C:5]=1[NH2:4])[CH3:28]. (6) Given the reactants [N:1]1[CH:6]=[C:5]([C@@H:7]2[CH2:12][CH2:11][CH2:10][N:8]2[CH3:9])[CH:4]=[CH:3][CH:2]=1.[Br:13][CH2:14][CH2:15][CH2:16][CH2:17][CH2:18][CH2:19][CH:20]=[CH2:21], predict the reaction product. The product is: [Br-:13].[CH3:9][N:8]1[CH2:10][CH2:11][CH2:12][C@H:7]1[C:5]1[CH:6]=[N+:1]([CH2:21][CH2:20][CH2:19][CH2:18][CH2:17][CH2:16][CH:15]=[CH2:14])[CH:2]=[CH:3][CH:4]=1. (7) Given the reactants [CH:1]1[C:14]2[C:5](=[CH:6][C:7]3[C:12]([C:13]=2[C:15]([N:17]2[CH2:22][CH2:21][CH:20]([N:23]4[CH2:34][CH2:33][CH2:32][C:25]5([N:29]=[C:28]([CH3:30])[NH:27][C:26]5=[O:31])[CH2:24]4)[CH2:19][CH2:18]2)=[O:16])=[CH:11][CH:10]=[CH:9][CH:8]=3)[CH:4]=[CH:3][CH:2]=1.Br[CH2:36][CH:37]1[CH2:40][CH2:39][CH2:38]1, predict the reaction product. The product is: [CH:11]1[C:12]2[C:7](=[CH:6][C:5]3[C:14]([C:13]=2[C:15]([N:17]2[CH2:18][CH2:19][CH:20]([N:23]4[CH2:34][CH2:33][CH2:32][C:25]5([N:29]=[C:28]([CH3:30])[N:27]([CH2:36][CH:37]6[CH2:40][CH2:39][CH2:38]6)[C:26]5=[O:31])[CH2:24]4)[CH2:21][CH2:22]2)=[O:16])=[CH:1][CH:2]=[CH:3][CH:4]=3)[CH:8]=[CH:9][CH:10]=1.